Dataset: Catalyst prediction with 721,799 reactions and 888 catalyst types from USPTO. Task: Predict which catalyst facilitates the given reaction. (1) The catalyst class is: 11. Reactant: [CH3:1][N:2]([CH3:15])[CH2:3][CH2:4][NH:5][C:6]1[C:13]([F:14])=[CH:12][CH:11]=[CH:10][C:7]=1[CH:8]=O.[CH3:16][C:17]([CH3:22])([CH3:21])[CH2:18][CH2:19][NH2:20]. Product: [CH3:16][C:17]([CH3:22])([CH3:21])[CH2:18][CH2:19]/[N:20]=[CH:8]/[C:7]1[CH:10]=[CH:11][CH:12]=[C:13]([F:14])[C:6]=1[NH:5][CH2:4][CH2:3][N:2]([CH3:15])[CH3:1]. (2) Reactant: [F:1][C:2]1[CH:10]=[C:9]2[C:5]([CH2:6][CH2:7][NH:8]2)=[CH:4][C:3]=1[C:11]1[CH:12]=[N:13][N:14]([CH3:16])[CH:15]=1.Br[C:18]1[C:22]2[CH2:23][N:24]([C:27](=[O:29])[CH3:28])[CH2:25][CH2:26][C:21]=2[N:20]([CH:30]2[CH2:34][CH2:33][O:32][CH2:31]2)[N:19]=1.COC(C)(C)C.C1(P(C2CCCCC2)C2C=CC=CC=2C2C(OC(C)C)=CC=CC=2OC(C)C)CCCCC1.CC([O-])(C)C.[Na+]. Product: [F:1][C:2]1[CH:10]=[C:9]2[C:5]([CH2:6][CH2:7][N:8]2[C:18]2[C:22]3[CH2:23][N:24]([C:27](=[O:29])[CH3:28])[CH2:25][CH2:26][C:21]=3[N:20]([CH:30]3[CH2:34][CH2:33][O:32][CH2:31]3)[N:19]=2)=[CH:4][C:3]=1[C:11]1[CH:12]=[N:13][N:14]([CH3:16])[CH:15]=1. The catalyst class is: 12. (3) Reactant: [CH:1]1([NH:4][C:5]([NH:7][C:8](=[O:21])[C:9]2[CH:14]=[C:13]([F:15])[C:12]([F:16])=[C:11]([CH:17]([F:19])[F:18])[C:10]=2F)=[O:6])[CH2:3][CH2:2]1.[H-].[Na+]. The catalyst class is: 213. Product: [CH:1]1([N:4]2[C:10]3[C:9](=[CH:14][C:13]([F:15])=[C:12]([F:16])[C:11]=3[CH:17]([F:19])[F:18])[C:8](=[O:21])[NH:7][C:5]2=[O:6])[CH2:3][CH2:2]1. (4) Reactant: [CH2:1]([NH:5][CH3:6])[CH2:2][CH2:3][CH3:4].[CH2:7]=[C:8]1[O:12][C:10](=[O:11])[CH2:9]1. Product: [CH2:1]([N:5]([CH3:6])[C:10](=[O:11])[CH2:9][C:8](=[O:12])[CH3:7])[CH2:2][CH2:3][CH3:4]. The catalyst class is: 5. (5) Reactant: [CH3:1][NH:2][C@H:3]([C:8]([OH:10])=[O:9])[CH2:4][CH2:5][S:6]C.N.CO.C(=O)=O.[Na].[Cl-].[NH4+].[C:20]1([C:26]([C:34]2[CH:39]=[CH:38][CH:37]=[CH:36][CH:35]=2)([C:28]2[CH:33]=[CH:32][CH:31]=[CH:30][CH:29]=2)O)[CH:25]=[CH:24][CH:23]=[CH:22][CH:21]=1.FC(F)(F)C(O)=O. Product: [CH3:1][NH:2][C@H:3]([C:8]([OH:10])=[O:9])[CH2:4][CH2:5][S:6][C:26]([C:34]1[CH:39]=[CH:38][CH:37]=[CH:36][CH:35]=1)([C:28]1[CH:33]=[CH:32][CH:31]=[CH:30][CH:29]=1)[C:20]1[CH:25]=[CH:24][CH:23]=[CH:22][CH:21]=1. The catalyst class is: 4. (6) Reactant: [N:1]1([C:7]2[S:8][C:9]3[C:10](=[O:21])[NH:11][CH2:12][CH:13]=[C:14]([Sn](C)(C)C)[C:15]=3[N:16]=2)[CH2:6][CH2:5][O:4][CH2:3][CH2:2]1.[CH3:22][O:23][C:24](=[O:33])[C:25]1[CH:30]=[C:29](Br)[CH:28]=[CH:27][C:26]=1[Cl:32].[F-].[Cs+]. Product: [Cl:32][C:26]1[CH:27]=[CH:28][C:29]([C:14]2[C:15]3[N:16]=[C:7]([N:1]4[CH2:6][CH2:5][O:4][CH2:3][CH2:2]4)[S:8][C:9]=3[C:10](=[O:21])[NH:11][CH2:12][CH:13]=2)=[CH:30][C:25]=1[C:24]([O:23][CH3:22])=[O:33]. The catalyst class is: 555. (7) Reactant: [Br:1][C:2]1[CH:7]=[CH:6][C:5]([NH:8][C:9]2[N:14]=[C:13](Cl)[N:12]=[C:11]([C:16]3[CH:21]=[C:20]([Cl:22])[CH:19]=[CH:18][C:17]=3[CH3:23])[N:10]=2)=[CH:4][CH:3]=1.[CH3:24][S-:25].[Na+]. Product: [Br:1][C:2]1[CH:7]=[CH:6][C:5]([NH:8][C:9]2[N:10]=[C:11]([C:16]3[CH:21]=[C:20]([Cl:22])[CH:19]=[CH:18][C:17]=3[CH3:23])[N:12]=[C:13]([S:25][CH3:24])[N:14]=2)=[CH:4][CH:3]=1. The catalyst class is: 7.